From a dataset of Reaction yield outcomes from USPTO patents with 853,638 reactions. Predict the reaction yield, written as a fraction of the theoretical maximum amount of product (1.0 means a 100% yield; for example, 0.34 means a 34% yield). (1) The reactants are [S:1]([Cl:4])(Cl)=[O:2].N[C:6]1[CH:7]=[CH:8][C:9]([C:12]#[N:13])=[N:10][CH:11]=1.N([O-])=[O:15].[Na+].S(Cl)(Cl)=O.[OH2:22]. The catalyst is Cl.O.[Cu]Cl. The product is [C:12]([C:9]1[N:10]=[CH:11][C:6]([S:1]([Cl:4])(=[O:2])=[O:15])=[CH:7][CH:8]=1)(=[O:22])[NH2:13]. The yield is 0.270. (2) The reactants are [CH:1]1([C:4]2[N:9]=[C:8]([C:10](O)([CH3:12])[CH3:11])[CH:7]=[CH:6][N:5]=2)[CH2:3][CH2:2]1.S(=O)(=O)(O)O.[OH-:19].[Na+].[C:21](#[N:23])[CH3:22]. No catalyst specified. The product is [CH:1]1([C:4]2[N:9]=[C:8]([C:10]([NH:23][C:21](=[O:19])[CH3:22])([CH3:12])[CH3:11])[CH:7]=[CH:6][N:5]=2)[CH2:3][CH2:2]1. The yield is 0.410. (3) The reactants are [N:1]1[CH:6]=[CH:5][CH:4]=[CH:3][C:2]=1[C:7]1[O:8][C:9]2[CH2:14][CH2:13][NH:12][CH2:11][C:10]=2[N:15]=1.Br[CH2:17][C:18]1[CH:19]=[C:20]([CH:23]=[CH:24][CH:25]=1)[C:21]#[N:22].C([O-])([O-])=O.[Na+].[Na+]. The catalyst is CC#N. The product is [N:1]1[CH:6]=[CH:5][CH:4]=[CH:3][C:2]=1[C:7]1[O:8][C:9]2[CH2:14][CH2:13][N:12]([CH2:17][C:18]3[CH:19]=[C:20]([CH:23]=[CH:24][CH:25]=3)[C:21]#[N:22])[CH2:11][C:10]=2[N:15]=1. The yield is 0.130. (4) The reactants are [Cl:1][C:2]1[CH:3]=[C:4]([N:8]2[C:13](=[O:14])[C:12](OS(C3C=CC(C)=CC=3)(=O)=O)=[C:11]([C:26]3[CH:31]=[CH:30][C:29]([S:32]([CH3:35])(=[O:34])=[O:33])=[CH:28][CH:27]=3)[CH:10]=[N:9]2)[CH:5]=[CH:6][CH:7]=1.[CH2:36]([SH:43])[C:37]1[CH:42]=[CH:41][CH:40]=[CH:39][CH:38]=1.O. The catalyst is C1COCC1. The product is [Cl:1][C:2]1[CH:3]=[C:4]([N:8]2[C:13](=[O:14])[C:12]([S:43][CH2:36][C:37]3[CH:42]=[CH:41][CH:40]=[CH:39][CH:38]=3)=[C:11]([C:26]3[CH:31]=[CH:30][C:29]([S:32]([CH3:35])(=[O:34])=[O:33])=[CH:28][CH:27]=3)[CH:10]=[N:9]2)[CH:5]=[CH:6][CH:7]=1. The yield is 0.850.